From a dataset of Forward reaction prediction with 1.9M reactions from USPTO patents (1976-2016). Predict the product of the given reaction. The product is: [C:1]1([S:7]([OH:10])(=[O:9])=[O:8])[CH:6]=[CH:5][CH:4]=[CH:3][CH:2]=1.[Cl:11][C:12]1[CH:17]=[CH:16][C:15]([CH:18]2[N:22]([C:23]3[CH:28]=[CH:27][C:26]([Cl:29])=[CH:25][C:24]=3[Cl:30])[N:21]=[C:20]([C:31]([NH:33][N:34]3[CH2:35][CH2:36][CH2:37][CH2:38][CH2:39]3)=[O:32])[CH2:19]2)=[CH:14][CH:13]=1. Given the reactants [C:1]1([S:7]([OH:10])(=[O:9])=[O:8])[CH:6]=[CH:5][CH:4]=[CH:3][CH:2]=1.[Cl:11][C:12]1[CH:17]=[CH:16][C:15]([CH:18]2[N:22]([C:23]3[CH:28]=[CH:27][C:26]([Cl:29])=[CH:25][C:24]=3[Cl:30])[N:21]=[C:20]([C:31]([NH:33][N:34]3[CH2:39][CH2:38][CH2:37][CH2:36][CH2:35]3)=[O:32])[CH2:19]2)=[CH:14][CH:13]=1, predict the reaction product.